This data is from Forward reaction prediction with 1.9M reactions from USPTO patents (1976-2016). The task is: Predict the product of the given reaction. (1) Given the reactants [CH3:1][C:2]1[CH:7]=[CH:6][CH:5]=[CH:4][C:3]=1[CH2:8][CH2:9][C:10]1[CH:15]=[CH:14][N:13]=[CH:12][C:11]=1[C:16]([OH:18])=O.[OH-].[K+], predict the reaction product. The product is: [CH3:1][C:2]1[C:3]2[CH2:8][CH2:9][C:10]3[CH:15]=[CH:14][N:13]=[CH:12][C:11]=3[C:16](=[O:18])[C:4]=2[CH:5]=[CH:6][CH:7]=1. (2) The product is: [CH:6]1[C:11]2=[N:12][S:13][N:14]=[C:10]2[C:9]([NH:15][C:16]2[NH:20][CH2:19][CH2:18][N:17]=2)=[C:8]([Cl:21])[CH:7]=1.[Cl:1][CH2:2][C:3]([O-:5])=[O:4]. Given the reactants [Cl:1][CH2:2][C:3]([OH:5])=[O:4].[CH:6]1[C:11]2=[N:12][S:13][N:14]=[C:10]2[C:9]([NH:15][C:16]2[NH:20][CH2:19][CH2:18][N:17]=2)=[C:8]([Cl:21])[CH:7]=1, predict the reaction product.